From a dataset of NCI-60 drug combinations with 297,098 pairs across 59 cell lines. Regression. Given two drug SMILES strings and cell line genomic features, predict the synergy score measuring deviation from expected non-interaction effect. (1) Drug 1: CCC1(CC2CC(C3=C(CCN(C2)C1)C4=CC=CC=C4N3)(C5=C(C=C6C(=C5)C78CCN9C7C(C=CC9)(C(C(C8N6C)(C(=O)OC)O)OC(=O)C)CC)OC)C(=O)OC)O.OS(=O)(=O)O. Drug 2: CCCCC(=O)OCC(=O)C1(CC(C2=C(C1)C(=C3C(=C2O)C(=O)C4=C(C3=O)C=CC=C4OC)O)OC5CC(C(C(O5)C)O)NC(=O)C(F)(F)F)O. Cell line: OVCAR-4. Synergy scores: CSS=-1.36, Synergy_ZIP=-6.40, Synergy_Bliss=-2.39, Synergy_Loewe=-5.97, Synergy_HSA=-5.65. (2) Drug 1: CC1=C(C=C(C=C1)NC(=O)C2=CC=C(C=C2)CN3CCN(CC3)C)NC4=NC=CC(=N4)C5=CN=CC=C5. Drug 2: C(CCl)NC(=O)N(CCCl)N=O. Cell line: UACC-257. Synergy scores: CSS=3.88, Synergy_ZIP=-0.577, Synergy_Bliss=1.60, Synergy_Loewe=0.922, Synergy_HSA=0.825. (3) Drug 1: C1=CN(C(=O)N=C1N)C2C(C(C(O2)CO)O)O.Cl. Drug 2: CC1CCC2CC(C(=CC=CC=CC(CC(C(=O)C(C(C(=CC(C(=O)CC(OC(=O)C3CCCCN3C(=O)C(=O)C1(O2)O)C(C)CC4CCC(C(C4)OC)O)C)C)O)OC)C)C)C)OC. Cell line: OVCAR-4. Synergy scores: CSS=4.90, Synergy_ZIP=-1.06, Synergy_Bliss=2.73, Synergy_Loewe=-0.867, Synergy_HSA=0.755.